This data is from Full USPTO retrosynthesis dataset with 1.9M reactions from patents (1976-2016). The task is: Predict the reactants needed to synthesize the given product. (1) Given the product [CH:3]([NH:5][CH:6]([CH3:20])[C:7]([C:9]1[N:10]=[CH:11][N:12]2[CH:16]=[CH:15][S:14][C:13]=12)=[O:8])=[O:4], predict the reactants needed to synthesize it. The reactants are: [H-].[Na+].[CH:3]([NH:5][CH2:6][C:7]([C:9]1[N:10]=[CH:11][N:12]2[CH:16]=[CH:15][S:14][C:13]=12)=[O:8])=[O:4].CI.Cl[CH2:20]Cl. (2) Given the product [CH3:29][O:28][CH:25]1[C:24]2[NH:23][N:22]=[CH:21][C:20]=2[C:19]2[N:39]=[C:16]([NH:8][C:9]3[N:14]=[C:13]([CH3:15])[CH:12]=[CH:11][N:10]=3)[S:17][C:18]=2[CH2:27][CH2:26]1, predict the reactants needed to synthesize it. The reactants are: COC1C=CC(C[N:8]([C:16]2[S:17][C:18]3[CH2:27][CH2:26][CH:25]([O:28][CH3:29])[C:24]4[C:20](=[CH:21][N:22](CC5C=CC(OC)=CC=5)[N:23]=4)[C:19]=3[N:39]=2)[C:9]2[N:14]=[C:13]([CH3:15])[CH:12]=[CH:11][N:10]=2)=CC=1.